This data is from Catalyst prediction with 721,799 reactions and 888 catalyst types from USPTO. The task is: Predict which catalyst facilitates the given reaction. Reactant: [CH:1]1([C:4]2[NH:8][N:7]=[C:6]([NH:9][C:10]3[CH:15]=[CH:14][N:13]=[C:12]([NH:16][CH2:17][C:18]4[CH:26]=[CH:25][CH:24]=[C:23]5[C:19]=4[CH:20]=[N:21][N:22]5C4CCCCO4)[N:11]=3)[CH:5]=2)[CH2:3][CH2:2]1.CC1C=CC(S(O)(=O)=O)=CC=1.O. Product: [NH:22]1[C:23]2[C:19](=[C:18]([CH2:17][NH:16][C:12]3[N:11]=[C:10]([NH:9][C:6]4[CH:5]=[C:4]([CH:1]5[CH2:2][CH2:3]5)[NH:8][N:7]=4)[CH:15]=[CH:14][N:13]=3)[CH:26]=[CH:25][CH:24]=2)[CH:20]=[N:21]1. The catalyst class is: 24.